This data is from Merck oncology drug combination screen with 23,052 pairs across 39 cell lines. The task is: Regression. Given two drug SMILES strings and cell line genomic features, predict the synergy score measuring deviation from expected non-interaction effect. (1) Drug 1: NC1(c2ccc(-c3nc4ccn5c(=O)[nH]nc5c4cc3-c3ccccc3)cc2)CCC1. Drug 2: CNC(=O)c1cc(Oc2ccc(NC(=O)Nc3ccc(Cl)c(C(F)(F)F)c3)cc2)ccn1. Cell line: HCT116. Synergy scores: synergy=30.0. (2) Drug 1: O=S1(=O)NC2(CN1CC(F)(F)F)C1CCC2Cc2cc(C=CCN3CCC(C(F)(F)F)CC3)ccc2C1. Drug 2: CCN(CC)CCNC(=O)c1c(C)[nH]c(C=C2C(=O)Nc3ccc(F)cc32)c1C. Cell line: NCIH1650. Synergy scores: synergy=7.44. (3) Drug 1: O=C(CCCCCCC(=O)Nc1ccccc1)NO. Drug 2: C=CCn1c(=O)c2cnc(Nc3ccc(N4CCN(C)CC4)cc3)nc2n1-c1cccc(C(C)(C)O)n1. Cell line: HT144. Synergy scores: synergy=-0.485. (4) Drug 1: O=P1(N(CCCl)CCCl)NCCCO1. Drug 2: N#Cc1ccc(Cn2cncc2CN2CCN(c3cccc(Cl)c3)C(=O)C2)cc1. Cell line: NCIH520. Synergy scores: synergy=4.36. (5) Drug 1: C=CCn1c(=O)c2cnc(Nc3ccc(N4CCN(C)CC4)cc3)nc2n1-c1cccc(C(C)(C)O)n1. Drug 2: C#Cc1cccc(Nc2ncnc3cc(OCCOC)c(OCCOC)cc23)c1. Cell line: COLO320DM. Synergy scores: synergy=-1.17. (6) Drug 1: COC1=C2CC(C)CC(OC)C(O)C(C)C=C(C)C(OC(N)=O)C(OC)C=CC=C(C)C(=O)NC(=CC1=O)C2=O. Drug 2: CCc1cnn2c(NCc3ccc[n+]([O-])c3)cc(N3CCCCC3CCO)nc12. Cell line: KPL1. Synergy scores: synergy=2.61.